This data is from Full USPTO retrosynthesis dataset with 1.9M reactions from patents (1976-2016). The task is: Predict the reactants needed to synthesize the given product. (1) Given the product [CH3:9][O:8][C:6]1[N:5]=[C:4]([NH:10][N:11]=[C:12]([C:14]2[CH:19]=[CH:18][C:17]([N:20]([CH3:22])[CH3:21])=[CH:16][CH:15]=2)[CH3:13])[CH:3]=[C:2]([C:23]2[CH:28]=[CH:27][CH:26]=[CH:25][CH:24]=2)[N:7]=1, predict the reactants needed to synthesize it. The reactants are: Cl[C:2]1[N:7]=[C:6]([O:8][CH3:9])[N:5]=[C:4]([NH:10][N:11]=[C:12]([C:14]2[CH:19]=[CH:18][C:17]([N:20]([CH3:22])[CH3:21])=[CH:16][CH:15]=2)[CH3:13])[CH:3]=1.[C:23]1(B(O)O)[CH:28]=[CH:27][CH:26]=[CH:25][CH:24]=1.[Cl-].CC1C=C(C)C=C(C)C=1[N+]1C=CN(C2C(C)=CC(C)=CC=2C)C=1.C(=O)([O-])[O-].[Cs+].[Cs+]. (2) Given the product [C:1]1([NH:7][C:8]2[N:17]=[CH:16][CH:15]=[CH:14][C:9]=2[C:10]([OH:12])=[O:11])[CH:2]=[CH:3][CH:4]=[CH:5][CH:6]=1, predict the reactants needed to synthesize it. The reactants are: [C:1]1([NH:7][C:8]2[N:17]=[CH:16][CH:15]=[CH:14][C:9]=2[C:10]([O:12]C)=[O:11])[CH:6]=[CH:5][CH:4]=[CH:3][CH:2]=1.[OH-].[K+]. (3) The reactants are: [ClH:1].C(OC([N:9]1[CH2:14][CH2:13][CH:12]([CH:15]2[CH2:19][C:18]3[CH:20]=[C:21]([C:24]4[CH:29]=[CH:28][C:27]([S:30]([CH3:33])(=[O:32])=[O:31])=[CH:26][CH:25]=4)[CH:22]=[CH:23][C:17]=3[O:16]2)[CH2:11][CH2:10]1)=O)(C)(C)C. Given the product [CH3:33][S:30]([C:27]1[CH:26]=[CH:25][C:24]([C:21]2[CH:22]=[CH:23][C:17]3[O:16][CH:15]([CH:12]4[CH2:13][CH2:14][NH:9][CH2:10][CH2:11]4)[CH2:19][C:18]=3[CH:20]=2)=[CH:29][CH:28]=1)(=[O:31])=[O:32].[ClH:1], predict the reactants needed to synthesize it. (4) Given the product [CH3:1][CH2:2][C@H:3]1[O:18][C:16](=[O:17])[C@H:15]([CH3:19])[C@@H:14]([O:20][C@@H:21]2[O:26][C@@H:25]([CH3:27])[C@H:24]([OH:28])[C@@:23]([O:30][CH3:31])([CH3:29])[CH2:22]2)[C@H:13]([CH3:32])[C@@H:12]([O:33][C@@H:34]2[O:39][C@H:38]([CH3:40])[CH2:37][C@H:36]([N:41]([CH3:42])[CH3:43])[C@H:35]2[OH:44])[C@@:11]([O:46][CH3:47])([CH3:45])[CH2:10][C@@H:9]([CH3:48])[C:7](=[O:8])[C@H:6]([CH3:49])[C@@H:5]([O:50][CH3:58])[C@:4]1([OH:52])[CH3:51], predict the reactants needed to synthesize it. The reactants are: [CH3:1][CH2:2][C@H:3]1[O:18][C:16](=[O:17])[C@H:15]([CH3:19])[C@@H:14]([O:20][C@@H:21]2[O:26][C@@H:25]([CH3:27])[C@H:24]([OH:28])[C@@:23]([O:30][CH3:31])([CH3:29])[CH2:22]2)[C@H:13]([CH3:32])[C@@H:12]([O:33][C@@H:34]2[O:39][C@H:38]([CH3:40])[CH2:37][C@H:36]([N:41]([CH3:43])[CH3:42])[C@H:35]2[OH:44])[C@@:11]([O:46][CH3:47])([CH3:45])[CH2:10][C@@H:9]([CH3:48])[C:7](=[O:8])[C@H:6]([CH3:49])[C@@H:5]([OH:50])[C@@:4]1([OH:52])[CH3:51].Cl[Sn]Cl.[N+](=[CH2:58])=[N-].C(OCC)C. (5) Given the product [NH4+:5].[OH-:4].[CH3:21][OH:22].[F:18][C:15]([F:16])([F:17])[C:9]1[CH:8]=[C:7]2[C:12]([CH2:13][CH2:14][NH:5][CH2:6]2)=[CH:11][CH:10]=1, predict the reactants needed to synthesize it. The reactants are: FC(F)(F)C([N:5]1[CH2:14][CH2:13][C:12]2[C:7](=[CH:8][C:9]([C:15]([F:18])([F:17])[F:16])=[CH:10][CH:11]=2)[CH2:6]1)=[O:4].[C:21](=O)([O-])[O-:22].[K+].[K+]. (6) Given the product [CH2:1]([O:8][CH2:9][CH2:10][NH:12][C:13]1[CH:18]=[C:17]([O:19][CH3:20])[CH:16]=[CH:15][C:14]=1[Cl:21])[C:2]1[CH:3]=[CH:4][CH:5]=[CH:6][CH:7]=1, predict the reactants needed to synthesize it. The reactants are: [CH2:1]([O:8][CH2:9][C:10]([NH:12][C:13]1[CH:18]=[C:17]([O:19][CH3:20])[CH:16]=[CH:15][C:14]=1[Cl:21])=O)[C:2]1[CH:7]=[CH:6][CH:5]=[CH:4][CH:3]=1.[H-].[Al+3].[Li+].[H-].[H-].[H-].[H][H]. (7) Given the product [CH3:28][C:29]1[N:33]([C:2]2[N:3]=[C:4]([N:22]3[CH2:27][CH2:26][O:25][CH2:24][CH2:23]3)[C:5]3[O:10][C:9]([CH2:11][N:12]4[CH2:15][CH:14]([N:16]5[CH2:21][CH2:20][O:19][CH2:18][CH2:17]5)[CH2:13]4)=[CH:8][C:6]=3[N:7]=2)[C:32]2[CH:34]=[CH:35][CH:36]=[CH:37][C:31]=2[N:30]=1, predict the reactants needed to synthesize it. The reactants are: Cl[C:2]1[N:3]=[C:4]([N:22]2[CH2:27][CH2:26][O:25][CH2:24][CH2:23]2)[C:5]2[O:10][C:9]([CH2:11][N:12]3[CH2:15][CH:14]([N:16]4[CH2:21][CH2:20][O:19][CH2:18][CH2:17]4)[CH2:13]3)=[CH:8][C:6]=2[N:7]=1.[CH3:28][C:29]1[NH:33][C:32]2[CH:34]=[CH:35][CH:36]=[CH:37][C:31]=2[N:30]=1.CC(C1C=C(C(C)C)C(C2C=CC=CC=2P(C2CCCCC2)C2CCCCC2)=C(C(C)C)C=1)C.C(=O)([O-])[O-].[Cs+].[Cs+]. (8) Given the product [CH2:15]([O:17][C:18]([C@@H:19]1[C@H:3]([C:4]2[CH:9]=[CH:8][CH:7]=[CH:6][CH:5]=2)[C@H:20]1[C:21]1[CH:26]=[CH:25][CH:24]=[C:23]([Br:27])[CH:22]=1)=[O:28])[CH3:16], predict the reactants needed to synthesize it. The reactants are: [SH3+].[Br-].[CH2:3]([S+]1CCCC1)[C:4]1[CH:9]=[CH:8][CH:7]=[CH:6][CH:5]=1.[CH2:15]([O:17][C:18](=[O:28])/[CH:19]=[CH:20]/[C:21]1[CH:26]=[CH:25][CH:24]=[C:23]([Br:27])[CH:22]=1)[CH3:16].[Li+].C[Si]([N-][Si](C)(C)C)(C)C.